Dataset: Catalyst prediction with 721,799 reactions and 888 catalyst types from USPTO. Task: Predict which catalyst facilitates the given reaction. (1) Reactant: [Cl:1][C:2]1[CH:7]=[CH:6][C:5](/[CH:8]=[CH:9]/[C:10]2[CH:15]=[CH:14][C:13]([N+:16]([O-])=O)=[CH:12][CH:11]=2)=[CH:4][C:3]=1[C:19]([F:22])([F:21])[F:20]. Product: [Cl:1][C:2]1[CH:7]=[CH:6][C:5]([CH2:8][CH2:9][C:10]2[CH:15]=[CH:14][C:13]([NH2:16])=[CH:12][CH:11]=2)=[CH:4][C:3]=1[C:19]([F:20])([F:21])[F:22]. The catalyst class is: 446. (2) Reactant: N(N=[N+]=[N-])[C@H:2](C(N[C@H](C(N=[N+]=[N-])=O)CCCNC(N)=O)=O)C(C)C.N(N=[N+]=[N-])[C@H](C(N[C@H](C(N=[N+]=[N-])=O)CCCCN)=O)CC1C=CC=CC=1.[O:51]=[C:52]1[O:58][C@H:57]([C@H:59]([CH2:61]O)[OH:60])[C:55](O)=[C:53]1O. Product: [CH3:61][CH:59]([OH:60])[CH2:57][O:58][C:52]([C:53]([CH3:55])=[CH2:2])=[O:51]. The catalyst class is: 3. (3) Reactant: I[C:2]1[C:10]2[C:5](=[N:6][CH:7]=[C:8]([N:11]3[CH2:14][CH:13]([NH:15][C:16](=[O:22])[O:17][C:18]([CH3:21])([CH3:20])[CH3:19])[CH2:12]3)[CH:9]=2)[N:4]([S:23]([C:26]2[CH:32]=[CH:31][C:29]([CH3:30])=[CH:28][CH:27]=2)(=[O:25])=[O:24])[CH:3]=1.[C:33]1(B(O)O)[CH:38]=[CH:37][CH:36]=[CH:35][CH:34]=1.C(=O)([O-])[O-].[K+].[K+]. Product: [C:33]1([C:2]2[C:10]3[C:5](=[N:6][CH:7]=[C:8]([N:11]4[CH2:14][CH:13]([NH:15][C:16](=[O:22])[O:17][C:18]([CH3:21])([CH3:20])[CH3:19])[CH2:12]4)[CH:9]=3)[N:4]([S:23]([C:26]3[CH:32]=[CH:31][C:29]([CH3:30])=[CH:28][CH:27]=3)(=[O:25])=[O:24])[CH:3]=2)[CH:38]=[CH:37][CH:36]=[CH:35][CH:34]=1. The catalyst class is: 117. (4) Reactant: Br[C:2]1[CH:3]=[C:4]([C:8]#[N:9])[N:5]([CH3:7])[CH:6]=1.[Si:10]([O:17][C:18]1[CH:24]=[CH:23][C:21]([NH2:22])=[CH:20][CH:19]=1)([C:13]([CH3:16])([CH3:15])[CH3:14])([CH3:12])[CH3:11].C(P(C(C)(C)C)C1C=CC=CC=1C1C(C(C)C)=CC(C(C)C)=CC=1C(C)C)(C)(C)C. Product: [Si:10]([O:17][C:18]1[CH:24]=[CH:23][C:21]([NH:22][C:2]2[CH:3]=[C:4]([C:8]#[N:9])[N:5]([CH3:7])[CH:6]=2)=[CH:20][CH:19]=1)([C:13]([CH3:16])([CH3:15])[CH3:14])([CH3:12])[CH3:11]. The catalyst class is: 101. (5) Reactant: [C:1]([C:3]1[CH:4]=[C:5]([CH2:9][C:10]([O:12][CH3:13])=[O:11])[CH:6]=[CH:7][CH:8]=1)#[N:2].[H][H].[ClH:16].O1CCOCC1. Product: [ClH:16].[CH3:13][O:12][C:10](=[O:11])[CH2:9][C:5]1[CH:6]=[CH:7][CH:8]=[C:3]([CH2:1][NH2:2])[CH:4]=1. The catalyst class is: 5. (6) Reactant: [C:1]([C:5]1[N:10]=[CH:9][N:8]=[C:7]([NH:11][C:12](=O)[O:13]C2C=CC=CC=2)[CH:6]=1)([CH3:4])([CH3:3])[CH3:2].[CH3:21][NH:22][C@@H:23]([CH3:29])[C:24]([O:26]CC)=O.O. Product: [C:1]([C:5]1[N:10]=[CH:9][N:8]=[C:7]([N:11]2[C:24](=[O:26])[C@H:23]([CH3:29])[N:22]([CH3:21])[C:12]2=[O:13])[CH:6]=1)([CH3:4])([CH3:2])[CH3:3]. The catalyst class is: 16.